Task: Predict the reaction yield, written as a fraction of the theoretical maximum amount of product (1.0 means a 100% yield; for example, 0.34 means a 34% yield).. Dataset: Reaction yield outcomes from USPTO patents with 853,638 reactions (1) The reactants are [CH:1]1([N:4]([CH3:50])[CH2:5]/[CH:6]=[CH:7]/[C:8]([NH:10][C:11]2[CH:16]=[CH:15][CH:14]=[CH:13][C:12]=2[NH:17][C:18]2[C:26]3[C:21](=[N:22][CH:23]=[CH:24][C:25]=3[O:27][C:28]3[CH:33]=[CH:32][C:31]([O:34][C:35]4[CH:40]=[CH:39][CH:38]=[CH:37][CH:36]=4)=[CH:30][CH:29]=3)[N:20](CC3C=CC(OC)=CC=3)[N:19]=2)=[O:9])[CH2:3][CH2:2]1.C(O)(C(F)(F)F)=O. No catalyst specified. The product is [CH:1]1([N:4]([CH3:50])[CH2:5]/[CH:6]=[CH:7]/[C:8]([NH:10][C:11]2[CH:16]=[CH:15][CH:14]=[CH:13][C:12]=2[NH:17][C:18]2[C:26]3[C:21](=[N:22][CH:23]=[CH:24][C:25]=3[O:27][C:28]3[CH:29]=[CH:30][C:31]([O:34][C:35]4[CH:36]=[CH:37][CH:38]=[CH:39][CH:40]=4)=[CH:32][CH:33]=3)[NH:20][N:19]=2)=[O:9])[CH2:2][CH2:3]1. The yield is 0.680. (2) The reactants are Br[CH2:2][C:3]1[C:8]([C:9]([O:11][C:12]([CH3:15])([CH3:14])[CH3:13])=[O:10])=[C:7]([O:16]C(OC(C)(C)C)=O)[C:6]([C:24]([F:27])([F:26])[F:25])=[CH:5][CH:4]=1.C([O:30][C:31](=[O:45])[CH2:32][C:33]1[S:34][C:35]([C:38]2[CH:43]=[CH:42][C:41]([OH:44])=[CH:40][CH:39]=2)=[CH:36][CH:37]=1)C. No catalyst specified. The product is [C:12]([O:11][C:9]([C:8]1[C:7]([OH:16])=[C:6]([C:24]([F:27])([F:25])[F:26])[CH:5]=[CH:4][C:3]=1[CH2:2][O:44][C:41]1[CH:40]=[CH:39][C:38]([C:35]2[S:34][C:33]([CH2:32][C:31]([OH:45])=[O:30])=[CH:37][CH:36]=2)=[CH:43][CH:42]=1)=[O:10])([CH3:13])([CH3:14])[CH3:15]. The yield is 0.140. (3) The reactants are F[C:2]1[CH:7]=[CH:6][CH:5]=[CH:4][C:3]=1[N+:8]([O-:10])=[O:9].[CH:11]1([NH2:17])[CH2:16][CH2:15][CH2:14][CH2:13][CH2:12]1.C(=O)([O-])[O-].[K+].[K+]. The catalyst is C(#N)C. The product is [CH:11]1([NH:17][C:2]2[CH:7]=[CH:6][CH:5]=[CH:4][C:3]=2[N+:8]([O-:10])=[O:9])[CH2:16][CH2:15][CH2:14][CH2:13][CH2:12]1. The yield is 0.860. (4) The reactants are [CH3:1][C:2]1[S:6][CH:5]=[N:4][C:3]=1[C:7]([O:9]C)=[O:8].[OH-].[Na+].Cl. The catalyst is CO. The product is [CH3:1][C:2]1[S:6][CH:5]=[N:4][C:3]=1[C:7]([OH:9])=[O:8]. The yield is 0.500. (5) The reactants are Cl[C:2]1[CH:7]=[C:6]([CH3:8])[N:5]=[C:4]([CH:9]2[CH2:11][CH2:10]2)[C:3]=1[NH2:12].CC1(C)OB([C:19]2[CH:20]=[N:21][C:22]([C:25]([F:28])([F:27])[F:26])=[N:23][CH:24]=2)OC1(C)C.COC1C=CC=C(OC)C=1C1C=CC=CC=1P(C1CCCCC1)C1CCCCC1.C(=O)([O-])[O-].[K+].[K+]. The catalyst is C(OCC)(=O)C.CC([O-])=O.CC([O-])=O.[Pd+2].O.O1CCOCC1. The product is [CH:9]1([C:4]2[C:3]([NH2:12])=[C:2]([C:19]3[CH:20]=[N:21][C:22]([C:25]([F:28])([F:27])[F:26])=[N:23][CH:24]=3)[CH:7]=[C:6]([CH3:8])[N:5]=2)[CH2:11][CH2:10]1. The yield is 0.820. (6) The reactants are C1C=CC2N(O)N=NC=2C=1.[Br:11][C:12]1[CH:31]=[CH:30][CH:29]=[CH:28][C:13]=1[C:14]([N:16]1[CH2:21][CH2:20][N:19]([C:22](=[O:27])[CH2:23][C:24]([OH:26])=O)[CH2:18][CH2:17]1)=[O:15].CCN=C=NCCCN(C)C.Cl.[N:44]1([C:50]2[CH:55]=[CH:54][C:53]([NH2:56])=[CH:52][CH:51]=2)[CH2:49][CH2:48][O:47][CH2:46][CH2:45]1. The catalyst is CN(C1C=CN=CC=1)C.CN(C=O)C.O. The product is [Br:11][C:12]1[CH:31]=[CH:30][CH:29]=[CH:28][C:13]=1[C:14]([N:16]1[CH2:17][CH2:18][N:19]([C:22](=[O:27])[CH2:23][C:24]([NH:56][C:53]2[CH:52]=[CH:51][C:50]([N:44]3[CH2:49][CH2:48][O:47][CH2:46][CH2:45]3)=[CH:55][CH:54]=2)=[O:26])[CH2:20][CH2:21]1)=[O:15]. The yield is 0.410. (7) The reactants are [Cl:1][C:2]1[CH:3]=[CH:4][C:5]([CH:21]=O)=[C:6]([N:8]2[CH2:12][CH2:11][C@H:10]([NH:13][C:14](=[O:20])[O:15][C:16]([CH3:19])([CH3:18])[CH3:17])[CH2:9]2)[CH:7]=1.[S:23]1[CH2:27][C:26](=[O:28])[NH:25][C:24]1=[O:29].N1CCCCC1. The catalyst is C(O)C. The product is [Cl:1][C:2]1[CH:3]=[CH:4][C:5](/[CH:21]=[C:27]2/[C:26](=[O:28])[NH:25][C:24](=[O:29])[S:23]/2)=[C:6]([N:8]2[CH2:12][CH2:11][C@H:10]([NH:13][C:14](=[O:20])[O:15][C:16]([CH3:17])([CH3:18])[CH3:19])[CH2:9]2)[CH:7]=1. The yield is 0.910.